Dataset: Full USPTO retrosynthesis dataset with 1.9M reactions from patents (1976-2016). Task: Predict the reactants needed to synthesize the given product. Given the product [Cl:31][C:23]1[C:19]([C:20]([OH:22])=[O:21])=[C:18]([O:17][CH3:16])[N:26]=[C:25]([C:27]([F:30])([F:28])[F:29])[CH:24]=1, predict the reactants needed to synthesize it. The reactants are: CC1(C)CCCC(C)(C)N1.C([Li])CCC.[CH3:16][O:17][C:18]1[N:26]=[C:25]([C:27]([F:30])([F:29])[F:28])[CH:24]=[CH:23][C:19]=1[C:20]([OH:22])=[O:21].[Cl:31]C(Cl)(Cl)C(Cl)(Cl)Cl.